This data is from Full USPTO retrosynthesis dataset with 1.9M reactions from patents (1976-2016). The task is: Predict the reactants needed to synthesize the given product. (1) Given the product [C:6]([C:5]1[C:8]([CH3:10])=[CH:9][C:2]([NH:1][C:20](=[O:21])[O:22][CH2:23][CH2:26][CH2:37][CH3:38])=[N:3][C:4]=1[CH3:11])#[N:7], predict the reactants needed to synthesize it. The reactants are: [NH2:1][C:2]1[CH:9]=[C:8]([CH3:10])[C:5]([C:6]#[N:7])=[C:4]([CH3:11])[N:3]=1.[CH3:26][C:23]([O:22][C:20](O[C:20]([O:22][C:23]([CH3:26])(C)C)=[O:21])=[O:21])(C)C.[OH-].[Na+].OO.[O-]S([O-])=O.[Na+].[Na+].[CH2:37]1COC[CH2:38]1. (2) Given the product [Cl:12][C:9]1[CH:8]=[CH:7][C:6]([N:5]=[C:1]=[S:2])=[CH:11][N:10]=1, predict the reactants needed to synthesize it. The reactants are: [C:1](Cl)(Cl)=[S:2].[NH2:5][C:6]1[CH:7]=[CH:8][C:9]([Cl:12])=[N:10][CH:11]=1.